Dataset: Forward reaction prediction with 1.9M reactions from USPTO patents (1976-2016). Task: Predict the product of the given reaction. (1) Given the reactants [CH:1]1([N:4]2[C:13]3[C:8](=[CH:9][CH:10]=[CH:11][CH:12]=3)[NH:7][CH2:6][CH2:5]2)[CH2:3][CH2:2]1.C(N(CC)CC)C.[Cl:21][CH2:22][C:23]1([C:26](Cl)=[O:27])[CH2:25][CH2:24]1, predict the reaction product. The product is: [Cl:21][CH2:22][C:23]1([C:26]([N:7]2[C:8]3[C:13](=[CH:12][CH:11]=[CH:10][CH:9]=3)[N:4]([CH:1]3[CH2:3][CH2:2]3)[CH2:5][CH2:6]2)=[O:27])[CH2:25][CH2:24]1. (2) Given the reactants [C:1]1([C:7]2[O:8][C:9]3[CH2:15][CH2:14][CH2:13][C:12](=[O:16])[C:10]=3[CH:11]=2)[CH:6]=[CH:5][CH:4]=[CH:3][CH:2]=1.[Br:17]N1C(=O)CCC1=O, predict the reaction product. The product is: [Br:17][C:11]1[C:10]2[C:12](=[O:16])[CH2:13][CH2:14][CH2:15][C:9]=2[O:8][C:7]=1[C:1]1[CH:2]=[CH:3][CH:4]=[CH:5][CH:6]=1. (3) The product is: [CH2:1]([N:8]1[CH2:17][C:16]2[N:15]=[CH:14][CH:13]=[C:12]([Cl:21])[C:11]=2[CH2:10][CH2:9]1)[C:2]1[CH:7]=[CH:6][CH:5]=[CH:4][CH:3]=1. Given the reactants [CH2:1]([N:8]1[CH2:17][C:16]2[N:15]=[CH:14][CH:13]=[C:12](O)[C:11]=2[CH2:10][CH2:9]1)[C:2]1[CH:7]=[CH:6][CH:5]=[CH:4][CH:3]=1.O=P(Cl)(Cl)[Cl:21], predict the reaction product.